This data is from Reaction yield outcomes from USPTO patents with 853,638 reactions. The task is: Predict the reaction yield, written as a fraction of the theoretical maximum amount of product (1.0 means a 100% yield; for example, 0.34 means a 34% yield). (1) The reactants are Cl.[Br:2][C:3]1[CH:8]=[CH:7][C:6]([CH:9](C(OC)=O)[C:10]([O:12]C)=[O:11])=[C:5]([N+:18]([O-:20])=[O:19])[CH:4]=1.O. The catalyst is CS(C)=O. The product is [Br:2][C:3]1[CH:8]=[CH:7][C:6]([CH2:9][C:10]([OH:12])=[O:11])=[C:5]([N+:18]([O-:20])=[O:19])[CH:4]=1. The yield is 0.940. (2) The reactants are [C:1]([C:3]1[CH:12]=[CH:11][C:10]2[C:5](=[CH:6][CH:7]=[C:8]([OH:13])[CH:9]=2)[N:4]=1)#[N:2].[Cl-].[N+:15]([C:18]1[CH:23]=[C:22]([C:24]([F:27])([F:26])[F:25])[CH:21]=[CH:20][CH:19]=1)([O-:17])=[O:16].C(=O)([O-])[O-].[K+].[K+].O. The catalyst is CS(C)=O.C(Cl)Cl. The product is [C:1]([C:3]1[CH:12]=[CH:11][C:10]2[C:5](=[CH:6][CH:7]=[C:8]([O:13][C:19]3[CH:20]=[CH:21][C:22]([C:24]([F:27])([F:25])[F:26])=[CH:23][C:18]=3[N+:15]([O-:17])=[O:16])[CH:9]=2)[N:4]=1)#[N:2]. The yield is 0.350. (3) The reactants are [N:1]1([C:7]2[CH:12]=[CH:11][CH:10]=[CH:9][C:8]=2[NH:13][C:14]([C:16]2[O:17][C:18](Br)=[CH:19][CH:20]=2)=[O:15])[CH2:6][CH2:5][CH2:4][CH2:3][CH2:2]1.[NH2:22][C:23]1[CH:28]=[CH:27][CH:26]=[CH:25][CH:24]=1.C1(P(C2C=CC=CC=2)C2C=CC3C(=CC=CC=3)C=2C2C3C(=CC=CC=3)C=CC=2P(C2C=CC=CC=2)C2C=CC=CC=2)C=CC=CC=1.CC(C)([O-])C.[K+]. The catalyst is C1(C)C=CC=CC=1. The product is [N:1]1([C:7]2[CH:12]=[CH:11][CH:10]=[CH:9][C:8]=2[NH:13][C:14]([C:16]2[O:17][C:18]([NH:22][C:23]3[CH:28]=[CH:27][CH:26]=[CH:25][CH:24]=3)=[CH:19][CH:20]=2)=[O:15])[CH2:6][CH2:5][CH2:4][CH2:3][CH2:2]1. The yield is 0.400. (4) The reactants are C([O:8][C:9]1[CH:14]=[CH:13][CH:12]=[CH:11][C:10]=1[CH2:15][C:16]1[CH:21]=[CH:20][C:19]([CH:22]=[C:23]([F:25])[F:24])=[CH:18][CH:17]=1)C1C=CC=CC=1.B(Br)(Br)Br.C(Cl)Cl.CSC.B(F)(F)F.C(Cl)Cl.CSC.[OH-].[Na+].C(=O)([O-])O.[Na+]. The catalyst is C(Cl)Cl. The product is [F:24][C:23]([F:25])=[CH:22][C:19]1[CH:20]=[CH:21][C:16]([CH2:15][C:10]2[CH:11]=[CH:12][CH:13]=[CH:14][C:9]=2[OH:8])=[CH:17][CH:18]=1. The yield is 0.900. (5) The reactants are [CH3:1][C@:2]12[C:11]([CH3:13])([CH3:12])[C@H:8]([CH2:9][CH2:10]1)[C:4]1([CH2:7][CH2:6][CH2:5]1)[C:3]2=O.[CH:15]([NH2:17])=[O:16]. The catalyst is C(O)=O. The product is [CH3:1][C:2]12[C:11]([CH3:13])([CH3:12])[CH:8]([CH2:9][CH2:10]1)[C:4]1([CH2:7][CH2:6][CH2:5]1)[CH:3]2[NH:17][CH:15]=[O:16]. The yield is 0.842. (6) The reactants are [C:1](Cl)(=[O:5])[CH:2]([CH3:4])[CH3:3].[NH2:7][C:8]1[N:13]=[CH:12][C:11]([CH2:14][O:15][C:16]2[CH:17]=[N:18][C:19]([N:22]3[CH2:27][CH2:26][N:25]([C:28]([O:30][C:31]([CH3:34])([CH3:33])[CH3:32])=[O:29])[CH2:24][CH2:23]3)=[N:20][CH:21]=2)=[CH:10][N:9]=1.N1C=CC=CC=1. The catalyst is C(Cl)Cl. The product is [C:1]([NH:7][C:8]1[N:9]=[CH:10][C:11]([CH2:14][O:15][C:16]2[CH:17]=[N:18][C:19]([N:22]3[CH2:27][CH2:26][N:25]([C:28]([O:30][C:31]([CH3:34])([CH3:33])[CH3:32])=[O:29])[CH2:24][CH2:23]3)=[N:20][CH:21]=2)=[CH:12][N:13]=1)(=[O:5])[CH:2]([CH3:4])[CH3:3]. The yield is 0.230. (7) The reactants are C([O:8][C:9]([N:11]1[CH2:16][CH2:15][CH:14]([N:17]2[C:21]([NH:22][C:23]([NH:25][C@@H:26]3[C:35]4[C:30](=[CH:31][CH:32]=[CH:33][CH:34]=4)[C@H:29]([O:36][C:37]4[CH:38]=[CH:39][C:40]5[N:41]([C:43]([CH:46]([CH3:48])[CH3:47])=[N:44][N:45]=5)[CH:42]=4)[CH2:28][CH2:27]3)=[O:24])=[CH:20][C:19]([C:49]([CH3:52])([CH3:51])[CH3:50])=[N:18]2)[CH2:13][CH2:12]1)=O)C1C=CC=CC=1.C=O.CC(O)=O.[BH-](OC(C)=O)(OC(C)=O)OC(C)=O.[Na+]. The catalyst is C(Cl)Cl. The product is [NH4+:11].[OH-:8].[C:49]([C:19]1[CH:20]=[C:21]([NH:22][C:23]([NH:25][C@@H:26]2[C:35]3[C:30](=[CH:31][CH:32]=[CH:33][CH:34]=3)[C@H:29]([O:36][C:37]3[CH:38]=[CH:39][C:40]4[N:41]([C:43]([CH:46]([CH3:48])[CH3:47])=[N:44][N:45]=4)[CH:42]=3)[CH2:28][CH2:27]2)=[O:24])[N:17]([CH:14]2[CH2:13][CH2:12][N:11]([CH3:9])[CH2:16][CH2:15]2)[N:18]=1)([CH3:52])([CH3:51])[CH3:50]. The yield is 0.00100.